This data is from Peptide-MHC class II binding affinity with 134,281 pairs from IEDB. The task is: Regression. Given a peptide amino acid sequence and an MHC pseudo amino acid sequence, predict their binding affinity value. This is MHC class II binding data. (1) The peptide sequence is GKWYLKAMTADQEVPE. The binding affinity (normalized) is 0. The MHC is DRB1_1301 with pseudo-sequence DRB1_1301. (2) The peptide sequence is KAAVAAAASVPAADK. The MHC is DRB1_1302 with pseudo-sequence DRB1_1302. The binding affinity (normalized) is 0.414. (3) The peptide sequence is SGQVVTYALNTITNLKK. The MHC is HLA-DQA10201-DQB10301 with pseudo-sequence HLA-DQA10201-DQB10301. The binding affinity (normalized) is 0.719. (4) The peptide sequence is VRVEILRNFYFINRL. The MHC is DRB1_0405 with pseudo-sequence DRB1_0405. The binding affinity (normalized) is 0.733. (5) The peptide sequence is GGTVIRNPLSRNSTH. The MHC is HLA-DQA10102-DQB10501 with pseudo-sequence HLA-DQA10102-DQB10501. The binding affinity (normalized) is 0.549. (6) The peptide sequence is TWTSIPTLAAQFPFN. The MHC is DRB1_0404 with pseudo-sequence DRB1_0404. The binding affinity (normalized) is 0.552. (7) The peptide sequence is GYRARPAKAAAT. The MHC is DRB1_0401 with pseudo-sequence DRB1_0401. The binding affinity (normalized) is 0.0835. (8) The peptide sequence is DDGRNIAWDNDKLES. The MHC is DRB1_0404 with pseudo-sequence DRB1_0404. The binding affinity (normalized) is 0.101. (9) The binding affinity (normalized) is 0.183. The peptide sequence is GAMAKKGQEDKLRKA. The MHC is HLA-DPA10201-DPB10101 with pseudo-sequence HLA-DPA10201-DPB10101. (10) The peptide sequence is GKTKEGVLYVGSKTK. The MHC is HLA-DQA10501-DQB10301 with pseudo-sequence HLA-DQA10501-DQB10301. The binding affinity (normalized) is 0.479.